Predict the reactants needed to synthesize the given product. From a dataset of Full USPTO retrosynthesis dataset with 1.9M reactions from patents (1976-2016). (1) Given the product [Cl:15][C:16]1[C:24]([C:25]([OH:27])=[O:26])=[CH:23][C:22]([CH2:29][CH2:30][CH3:31])=[C:21]2[C:17]=1[CH:18]=[CH:19][NH:20]2, predict the reactants needed to synthesize it. The reactants are: ClC1C(C(O)=O)=CC(C)=C2C=1C=CN2.[Cl:15][C:16]1[C:24]([C:25]([O:27]C)=[O:26])=[CH:23][C:22]([CH2:29][CH2:30][CH3:31])=[C:21]2[C:17]=1[CH:18]=[CH:19][NH:20]2. (2) Given the product [CH3:15][O:16][C:17]1[CH:18]=[C:19]([CH:22]=[CH:23][C:24]=1[O:25][CH3:26])[CH2:20][N:21]1[CH:5]=[N:4][N:3]=[C:2]1[C:6]1[CH:14]=[CH:13][C:9]2[NH:10][CH:11]=[N:12][C:8]=2[CH:7]=1, predict the reactants needed to synthesize it. The reactants are: O1[CH:5]=[N:4][N:3]=[C:2]1[C:6]1[CH:14]=[CH:13][C:9]2[N:10]=[CH:11][NH:12][C:8]=2[CH:7]=1.[CH3:15][O:16][C:17]1[CH:18]=[C:19]([CH:22]=[CH:23][C:24]=1[O:25][CH3:26])[CH2:20][NH2:21]. (3) The reactants are: [CH:1]1([C:7]2[O:11][C:10]([CH2:12][CH3:13])=[C:9]([C:14]([OH:16])=O)[CH:8]=2)[CH2:6][CH2:5][CH2:4][CH2:3][CH2:2]1.[N:17]1([C:23]2[N:28]=[CH:27][C:26]([NH2:29])=[CH:25][CH:24]=2)[CH2:22][CH2:21][O:20][CH2:19][CH2:18]1.C(N(CC)CC)C.F[P-](F)(F)(F)(F)F.N1(O[P+](N(C)C)(N(C)C)N(C)C)C2C=CC=CC=2N=N1. Given the product [N:17]1([C:23]2[N:28]=[CH:27][C:26]([NH:29][C:14]([C:9]3[CH:8]=[C:7]([CH:1]4[CH2:2][CH2:3][CH2:4][CH2:5][CH2:6]4)[O:11][C:10]=3[CH2:12][CH3:13])=[O:16])=[CH:25][CH:24]=2)[CH2:22][CH2:21][O:20][CH2:19][CH2:18]1, predict the reactants needed to synthesize it.